Dataset: TCR-epitope binding with 47,182 pairs between 192 epitopes and 23,139 TCRs. Task: Binary Classification. Given a T-cell receptor sequence (or CDR3 region) and an epitope sequence, predict whether binding occurs between them. (1) The TCR CDR3 sequence is CASSSPHYNEQFF. The epitope is FPPTSFGPL. Result: 1 (the TCR binds to the epitope). (2) The epitope is TPINLVRDL. The TCR CDR3 sequence is CASSQPHDSLATEAFF. Result: 1 (the TCR binds to the epitope). (3) The epitope is GILGFVFTL. The TCR CDR3 sequence is CAWSAVRTSANDEQFF. Result: 1 (the TCR binds to the epitope).